Dataset: Full USPTO retrosynthesis dataset with 1.9M reactions from patents (1976-2016). Task: Predict the reactants needed to synthesize the given product. (1) Given the product [CH2:1]([O:3][C:4]([C:6]1[C:7]([CH2:23][CH3:24])=[C:8]2[N:13]([CH:14]=1)[N:12]=[CH:11][N:10]=[C:9]2[NH:15][C:16]1[CH:21]=[C:20]2[C:19](=[CH:18][CH:17]=1)[N:31]([CH2:35][C:36]1[CH:41]=[CH:40][CH:39]=[CH:38][CH:37]=1)[N:30]=[CH:29]2)=[O:5])[CH3:2], predict the reactants needed to synthesize it. The reactants are: [CH2:1]([O:3][C:4]([C:6]1[C:7]([CH2:23][CH3:24])=[C:8]2[N:13]([CH:14]=1)[N:12]=[CH:11][N:10]=[C:9]2[NH:15][C:16]1[CH:21]=[CH:20][C:19](Br)=[CH:18][CH:17]=1)=[O:5])[CH3:2].NC1C=C2C(=CC=1)[N:31]([CH2:35][C:36]1[CH:41]=[CH:40][CH:39]=[CH:38][CH:37]=1)[N:30]=[CH:29]2. (2) Given the product [CH3:1][N:2]([CH3:23])[C:3]1[CH:4]=[CH:5][C:6]([C:13]2[S:14][C:15]3[CH:21]([OH:22])[CH2:20][CH2:19][CH2:18][C:16]=3[N:17]=2)=[C:7]([CH2:8][OH:9])[CH:12]=1, predict the reactants needed to synthesize it. The reactants are: [CH3:1][N:2]([CH3:23])[C:3]1[CH:4]=[CH:5][C:6]([C:13]2[S:14][C:15]3[CH:21]([OH:22])[CH2:20][CH2:19][CH2:18][C:16]=3[N:17]=2)=[C:7]([CH:12]=1)[C:8](OC)=[O:9].[H-].[H-].[H-].[H-].[Li+].[Al+3]. (3) Given the product [N+:6]([O-:9])([O-:8])=[O:7].[Ca+2:5].[N+:6]([O-:9])([O-:8])=[O:7], predict the reactants needed to synthesize it. The reactants are: C(=O)([O-])[O-].[Ca+2:5].[N+:6]([O-:9])([OH:8])=[O:7]. (4) Given the product [CH3:1][C:2]1[N:3]([C:27]2[CH:32]=[CH:31][CH:30]=[C:29]([C:33]([F:36])([F:35])[F:34])[CH:28]=2)[C:4](=[O:26])[C:5]([C:12]([NH:14][CH2:15][C:16]2[CH:21]=[CH:20][C:19]([S:22]([CH3:25])(=[O:24])=[O:23])=[CH:18][CH:17]=2)=[O:13])=[CH:6][C:7]=1[S:8]([NH:38][CH3:37])(=[O:10])=[O:9], predict the reactants needed to synthesize it. The reactants are: [CH3:1][C:2]1[N:3]([C:27]2[CH:32]=[CH:31][CH:30]=[C:29]([C:33]([F:36])([F:35])[F:34])[CH:28]=2)[C:4](=[O:26])[C:5]([C:12]([NH:14][CH2:15][C:16]2[CH:21]=[CH:20][C:19]([S:22]([CH3:25])(=[O:24])=[O:23])=[CH:18][CH:17]=2)=[O:13])=[CH:6][C:7]=1[S:8](Cl)(=[O:10])=[O:9].[CH3:37][NH2:38]. (5) Given the product [NH2:1][CH2:4][C:5]1[N:6]=[C:7]([C:25]2[CH:30]=[CH:29][C:28]([C:31]([F:32])([F:34])[F:33])=[CH:27][CH:26]=2)[S:8][C:9]=1[CH2:10][O:11][C:12]1[CH:17]=[CH:16][C:15]([C:18]2[NH:22][C:21](=[O:23])[O:20][N:19]=2)=[C:14]([F:24])[CH:13]=1, predict the reactants needed to synthesize it. The reactants are: [N:1]([CH2:4][C:5]1[N:6]=[C:7]([C:25]2[CH:30]=[CH:29][C:28]([C:31]([F:34])([F:33])[F:32])=[CH:27][CH:26]=2)[S:8][C:9]=1[CH2:10][O:11][C:12]1[CH:17]=[CH:16][C:15]([C:18]2[NH:22][C:21](=[O:23])[O:20][N:19]=2)=[C:14]([F:24])[CH:13]=1)=[N+]=[N-].C1(P(C2C=CC=CC=2)C2C=CC=CC=2)C=CC=CC=1. (6) Given the product [O:4]1[C:12]2[CH:11]=[CH:10][N:9]=[C:8]([N:13]3[CH2:18][CH2:17][N:16]([CH2:19][CH2:20][C@H:21]4[CH2:26][CH2:25][C@H:24]([NH:27][C:28](=[O:32])[C:29]#[C:30][CH3:31])[CH2:23][CH2:22]4)[CH2:15][CH2:14]3)[C:7]=2[CH2:6][CH2:5]1, predict the reactants needed to synthesize it. The reactants are: Cl.Cl.Cl.[O:4]1[C:12]2[CH:11]=[CH:10][N:9]=[C:8]([N:13]3[CH2:18][CH2:17][N:16]([CH2:19][CH2:20][C@H:21]4[CH2:26][CH2:25][C@H:24]([NH2:27])[CH2:23][CH2:22]4)[CH2:15][CH2:14]3)[C:7]=2[CH2:6][CH2:5]1.[C:28](O)(=[O:32])[C:29]#[C:30][CH3:31]. (7) Given the product [N:22]1([C:7]2[CH:6]=[CH:5][C:3]([NH2:4])=[C:2]([F:1])[CH:8]=2)[CH2:25][CH2:24][CH2:23]1, predict the reactants needed to synthesize it. The reactants are: [F:1][C:2]1[CH:8]=[C:7](I)[CH:6]=[CH:5][C:3]=1[NH2:4].P([O-])([O-])([O-])=O.[K+].[K+].[K+].C(O)CO.[NH:22]1[CH2:25][CH2:24][CH2:23]1.